From a dataset of NCI-60 drug combinations with 297,098 pairs across 59 cell lines. Regression. Given two drug SMILES strings and cell line genomic features, predict the synergy score measuring deviation from expected non-interaction effect. (1) Drug 1: CC(C1=C(C=CC(=C1Cl)F)Cl)OC2=C(N=CC(=C2)C3=CN(N=C3)C4CCNCC4)N. Drug 2: C1=NC2=C(N1)C(=S)N=C(N2)N. Cell line: A549. Synergy scores: CSS=45.8, Synergy_ZIP=-0.828, Synergy_Bliss=3.75, Synergy_Loewe=-2.43, Synergy_HSA=4.56. (2) Drug 1: C1=CC(=C2C(=C1NCCNCCO)C(=O)C3=C(C=CC(=C3C2=O)O)O)NCCNCCO. Drug 2: CCN(CC)CCNC(=O)C1=C(NC(=C1C)C=C2C3=C(C=CC(=C3)F)NC2=O)C. Cell line: NCI/ADR-RES. Synergy scores: CSS=0.254, Synergy_ZIP=-0.853, Synergy_Bliss=-1.53, Synergy_Loewe=-4.67, Synergy_HSA=-3.05. (3) Drug 1: CC1=C(C(=CC=C1)Cl)NC(=O)C2=CN=C(S2)NC3=CC(=NC(=N3)C)N4CCN(CC4)CCO. Drug 2: CN1C2=C(C=C(C=C2)N(CCCl)CCCl)N=C1CCCC(=O)O.Cl. Cell line: SK-OV-3. Synergy scores: CSS=40.7, Synergy_ZIP=0.184, Synergy_Bliss=0.919, Synergy_Loewe=-50.6, Synergy_HSA=1.44. (4) Drug 1: CN1C(=O)N2C=NC(=C2N=N1)C(=O)N. Drug 2: CS(=O)(=O)OCCCCOS(=O)(=O)C. Cell line: RPMI-8226. Synergy scores: CSS=18.0, Synergy_ZIP=-1.53, Synergy_Bliss=1.19, Synergy_Loewe=5.83, Synergy_HSA=3.93. (5) Drug 1: CN(C)C1=NC(=NC(=N1)N(C)C)N(C)C. Drug 2: C1CN1P(=S)(N2CC2)N3CC3. Cell line: CCRF-CEM. Synergy scores: CSS=18.4, Synergy_ZIP=-1.02, Synergy_Bliss=-4.08, Synergy_Loewe=-53.5, Synergy_HSA=-6.04. (6) Drug 1: CC1=C(C=C(C=C1)C(=O)NC2=CC(=CC(=C2)C(F)(F)F)N3C=C(N=C3)C)NC4=NC=CC(=N4)C5=CN=CC=C5. Drug 2: CC(C)(C#N)C1=CC(=CC(=C1)CN2C=NC=N2)C(C)(C)C#N. Cell line: NCI-H460. Synergy scores: CSS=8.68, Synergy_ZIP=-4.08, Synergy_Bliss=-2.67, Synergy_Loewe=2.14, Synergy_HSA=-2.29. (7) Drug 1: C1=CC(=CC=C1CC(C(=O)O)N)N(CCCl)CCCl.Cl. Drug 2: C1CN(CCN1C(=O)CCBr)C(=O)CCBr. Cell line: PC-3. Synergy scores: CSS=12.9, Synergy_ZIP=-6.65, Synergy_Bliss=3.41, Synergy_Loewe=0.951, Synergy_HSA=2.92.